From a dataset of Forward reaction prediction with 1.9M reactions from USPTO patents (1976-2016). Predict the product of the given reaction. (1) Given the reactants [F:1][C:2]([F:14])([F:13])[C:3]1[CH:8]=[CH:7][C:6]([CH2:9][C:10]([OH:12])=O)=[CH:5][CH:4]=1.O.ON1C2C=CC=CC=2N=N1.CCN=C=NCCCN(C)C.[N:37]1([C@@H:42]2[CH2:47][CH2:46][CH2:45][CH2:44][C@H:43]2[NH:48][CH3:49])[CH2:41][CH2:40][CH2:39][CH2:38]1.C(N(CC)C(C)C)(C)C.C(Cl)[Cl:60], predict the reaction product. The product is: [ClH:60].[F:13][C:2]([F:1])([F:14])[C:3]1[CH:4]=[CH:5][C:6]([CH2:9][C:10]([N:48]([CH3:49])[C@@H:43]2[CH2:44][CH2:45][CH2:46][CH2:47][C@H:42]2[N:37]2[CH2:41][CH2:40][CH2:39][CH2:38]2)=[O:12])=[CH:7][CH:8]=1. (2) Given the reactants [OH:1][CH2:2][C:3]1[CH:4]=[C:5]([NH:9][C:10](=[O:12])[CH3:11])[CH:6]=[CH:7][CH:8]=1, predict the reaction product. The product is: [CH:2]([C:3]1[CH:4]=[C:5]([NH:9][C:10](=[O:12])[CH3:11])[CH:6]=[CH:7][CH:8]=1)=[O:1].